From a dataset of Full USPTO retrosynthesis dataset with 1.9M reactions from patents (1976-2016). Predict the reactants needed to synthesize the given product. Given the product [CH2:55]([O:57][C:53](=[O:38])[NH:50][C:15]1[CH:16]=[CH:17][C:18]2[N:6]([CH2:5][C:4]3[CH:28]=[CH:29][CH:30]=[C:2]([F:1])[CH:3]=3)[C:7]3[CH2:8][CH2:9][C@@H:10]([NH:22][C:23](=[O:27])[CH:24]([CH3:25])[CH3:26])[CH2:11][C:12]=3[C:13]=2[CH:14]=1)[CH3:56], predict the reactants needed to synthesize it. The reactants are: [F:1][C:2]1[CH:3]=[C:4]([CH:28]=[CH:29][CH:30]=1)[CH2:5][N:6]1[C:18]2[CH:17]=[CH:16][C:15](C(O)=O)=[CH:14][C:13]=2[C:12]2[CH2:11][CH:10]([NH:22][C:23](=[O:27])[CH:24]([CH3:26])[CH3:25])[CH2:9][CH2:8][C:7]1=2.C1(P(N=[N+]=[N-])(C2C=CC=CC=2)=[O:38])C=CC=CC=1.C([N:50]([CH2:53]C)CC)C.[CH2:55]([OH:57])[CH3:56].